This data is from Forward reaction prediction with 1.9M reactions from USPTO patents (1976-2016). The task is: Predict the product of the given reaction. (1) Given the reactants [CH:1]12[NH:8][CH:5]([CH2:6][CH2:7]1)[CH2:4][CH:3]([N:9]1[CH2:14][CH2:13][N:12]([C:15]([O:17][C:18]([CH3:21])([CH3:20])[CH3:19])=[O:16])[CH2:11][CH2:10]1)[CH2:2]2.CCN=C=NCCCN(C)C.[CH:33](O)=[O:34], predict the reaction product. The product is: [CH:33]([N:8]1[CH:1]2[CH2:7][CH2:6][CH:5]1[CH2:4][CH:3]([N:9]1[CH2:10][CH2:11][N:12]([C:15]([O:17][C:18]([CH3:21])([CH3:20])[CH3:19])=[O:16])[CH2:13][CH2:14]1)[CH2:2]2)=[O:34]. (2) Given the reactants [C:1]([O:5][C:6]([N:8]1[CH2:12][CH2:11][CH2:10][CH:9]1[C:13]1[NH:14][C:15]([C:18]2[CH:31]=[CH:30][C:29]3[C:28]4[C:23](=[CH:24][C:25]([C:32]5[NH:33][C:34]([CH:37]6[CH2:41][CH2:40][CH2:39][N:38]6[C:42]([O:44][C:45]([CH3:48])([CH3:47])[CH3:46])=[O:43])=[N:35][CH:36]=5)=[CH:26][CH:27]=4)[CH2:22]C[C:20]=3[CH:19]=2)=[CH:16][N:17]=1)=[O:7])([CH3:4])([CH3:3])[CH3:2].CC1(C)C(C)(C)OB(C2C=CC3C4C(=CC(B5OC(C)(C)C(C)(C)O5)=CC=4)CC=3C=2)O1, predict the reaction product. The product is: [C:45]([O:44][C:42]([N:38]1[CH2:39][CH2:40][CH2:41][CH:37]1[C:34]1[NH:33][C:32]([C:25]2[CH:26]=[CH:27][C:28]3[C:29]4[C:30](=[CH:31][C:18]([C:15]5[NH:14][C:13]([CH:9]6[CH2:10][CH2:11][CH2:12][N:8]6[C:6]([O:5][C:1]([CH3:3])([CH3:4])[CH3:2])=[O:7])=[N:17][CH:16]=5)=[CH:19][CH:20]=4)[CH2:22][C:23]=3[CH:24]=2)=[CH:36][N:35]=1)=[O:43])([CH3:47])([CH3:46])[CH3:48].